Task: Predict the reaction yield, written as a fraction of the theoretical maximum amount of product (1.0 means a 100% yield; for example, 0.34 means a 34% yield).. Dataset: Reaction yield outcomes from USPTO patents with 853,638 reactions (1) The reactants are [C:1]([O:5][C:6]([N:8]1[C:16]2[C:11](=[CH:12][CH:13]=[C:14]([O:17][Si:18]([C:21]([CH3:24])([CH3:23])[CH3:22])([CH3:20])[CH3:19])[CH:15]=2)[CH:10]=[CH:9]1)=[O:7])([CH3:4])([CH3:3])[CH3:2].C([Li])(C)(C)C.C[O:31][B:32](OC)[O:33]C.[Cl-].[NH4+].OS([O-])(=O)=O.[K+].OS(O)(=O)=O. The catalyst is O1CCCC1.CCCCC.CCOCC. The product is [C:1]([O:5][C:6]([N:8]1[C:16]2[C:11](=[CH:12][CH:13]=[C:14]([O:17][Si:18]([C:21]([CH3:24])([CH3:23])[CH3:22])([CH3:19])[CH3:20])[CH:15]=2)[CH:10]=[C:9]1[B:32]([OH:33])[OH:31])=[O:7])([CH3:4])([CH3:3])[CH3:2]. The yield is 0.560. (2) The reactants are C(OC(=O)[NH:7][CH2:8][C:9]([CH3:31])([C:11]1[CH:16]=[CH:15][C:14]([CH2:17][C:18](=[O:30])[C:19]2[C:28](=[O:29])[C:27]3[C:22](=[CH:23][CH:24]=[CH:25][CH:26]=3)[NH:21][CH:20]=2)=[CH:13][CH:12]=1)[CH3:10])(C)(C)C.C(O)(C(F)(F)F)=O.[OH-].[Na+]. The catalyst is C(Cl)Cl. The product is [NH2:7][CH2:8][C:9]([C:11]1[CH:16]=[CH:15][C:14]([CH2:17][C:18]([C:19]2[C:28](=[O:29])[C:27]3[C:22](=[CH:23][CH:24]=[CH:25][CH:26]=3)[NH:21][CH:20]=2)=[O:30])=[CH:13][CH:12]=1)([CH3:10])[CH3:31]. The yield is 0.910.